Dataset: Forward reaction prediction with 1.9M reactions from USPTO patents (1976-2016). Task: Predict the product of the given reaction. (1) Given the reactants [OH:1][C:2]1[C:3]2[N:4]([C:8]([C:12]([O:14][CH2:15][CH3:16])=[O:13])=[C:9]([CH3:11])[N:10]=2)[CH:5]=[CH:6][CH:7]=1.[F:17][C:18]1[C:25]([F:26])=[CH:24][CH:23]=[CH:22][C:19]=1[CH2:20]Br.C(=O)([O-])[O-].[K+].[K+].O, predict the reaction product. The product is: [F:17][C:18]1[C:25]([F:26])=[CH:24][CH:23]=[CH:22][C:19]=1[CH2:20][O:1][C:2]1[C:3]2[N:4]([C:8]([C:12]([O:14][CH2:15][CH3:16])=[O:13])=[C:9]([CH3:11])[N:10]=2)[CH:5]=[CH:6][CH:7]=1. (2) Given the reactants O[CH2:2][S:3]([O-:5])=[O:4].[Na+].Cl[C:8]1[C:9](Cl)=[C:10]([CH3:15])[C:11](C)=[CH:12][CH:13]=1.C(=O)([O-])[O-].[K+].[K+].C(OCC)(=O)C.CCCCCC, predict the reaction product. The product is: [CH2:15]1[C:10]2[CH:11]=[CH:12][CH:13]=[CH:8][C:9]=2[CH2:2][S:3](=[O:4])[O:5]1. (3) Given the reactants [NH2:1][C:2]1[C:10]2[CH2:9][CH2:8][N:7]([C:11]3[CH:16]=[CH:15][C:14]([CH3:17])=[CH:13][CH:12]=3)[C:6](=[O:18])[C:5]=2[NH:4][N:3]=1.[C:19](=[O:22])([O-])[O-].[K+].[K+].ClC[CH2:27][C:28]([N:30]1[CH2:35][CH2:34][N:33]([C:36]2[CH:41]=[CH:40][C:39]([Cl:42])=[CH:38][CH:37]=2)[CH2:32][CH2:31]1)=O, predict the reaction product. The product is: [NH2:1][C:2]1[C:10]2[CH2:9][CH2:8][N:7]([C:11]3[CH:16]=[CH:15][C:14]([CH3:17])=[CH:13][CH:12]=3)[C:6](=[O:18])[C:5]=2[N:4]([C:19](=[O:22])[CH2:27][CH2:28][N:30]2[CH2:31][CH2:32][N:33]([C:36]3[CH:41]=[CH:40][C:39]([Cl:42])=[CH:38][CH:37]=3)[CH2:34][CH2:35]2)[N:3]=1. (4) Given the reactants [CH2:1]([C:3]1[CH:4]=[CH:5][C:6]([N+:10]([O-:12])=O)=[C:7]([CH:9]=1)[NH2:8])[CH3:2].[N:13]#[C:14][NH2:15].[CH]Cl.[OH-].[Na+], predict the reaction product. The product is: [CH2:1]([C:3]1[CH:4]=[CH:5][C:6]2[N+:10]([O-:12])=[N:13][C:14]([NH2:15])=[N:8][C:7]=2[CH:9]=1)[CH3:2].